Dataset: Reaction yield outcomes from USPTO patents with 853,638 reactions. Task: Predict the reaction yield, written as a fraction of the theoretical maximum amount of product (1.0 means a 100% yield; for example, 0.34 means a 34% yield). (1) The reactants are [N:1]1([CH2:7][CH2:8][OH:9])[CH2:6][CH2:5][O:4][CH2:3][CH2:2]1.[H-].[Na+].Br[C:13]1[CH:14]=[C:15]2[C:19](=[N:20][CH:21]=1)[NH:18][CH:17]=[CH:16]2. The catalyst is CN(C)C=O.[Cu]Br. The product is [N:1]1([CH2:7][CH2:8][O:9][C:13]2[CH:14]=[C:15]3[CH:16]=[CH:17][NH:18][C:19]3=[N:20][CH:21]=2)[CH2:6][CH2:5][O:4][CH2:3][CH2:2]1. The yield is 0.500. (2) The reactants are [CH3:1][C:2]1[C:6]2[C:7](=[O:20])[N:8]([CH2:12][CH2:13][N:14]3[CH2:19][CH2:18][CH2:17][CH2:16][CH2:15]3)[CH2:9][CH2:10][CH2:11][C:5]=2[NH:4][C:3]=1[CH:21]=O.[F:23][C:24]1[CH:25]=[C:26]2[C:30](=[CH:31][C:32]=1[NH:33][CH2:34][C:35]1[CH:40]=[CH:39][C:38]([F:41])=[CH:37][CH:36]=1)[NH:29][C:28](=[O:42])[CH2:27]2. No catalyst specified. The product is [F:23][C:24]1[CH:25]=[C:26]2[C:30](=[CH:31][C:32]=1[NH:33][CH2:34][C:35]1[CH:40]=[CH:39][C:38]([F:41])=[CH:37][CH:36]=1)[NH:29][C:28](=[O:42])[C:27]2=[CH:21][C:3]1[NH:4][C:5]2[CH2:11][CH2:10][CH2:9][N:8]([CH2:12][CH2:13][N:14]3[CH2:19][CH2:18][CH2:17][CH2:16][CH2:15]3)[C:7](=[O:20])[C:6]=2[C:2]=1[CH3:1]. The yield is 0.908. (3) The reactants are [CH3:1][O:2][C:3]1[CH:4]=[CH:5][C:6]2[O:10][C:9]([C:11](OC)=[O:12])=[C:8]([CH3:15])[C:7]=2[CH:16]=1.[H-].[Al+3].[Li+].[H-].[H-].[H-].O. The catalyst is O1CCCC1.[O-2].[O-2].[Mn+4]. The product is [CH3:1][O:2][C:3]1[CH:4]=[CH:5][C:6]2[O:10][C:9]([CH:11]=[O:12])=[C:8]([CH3:15])[C:7]=2[CH:16]=1. The yield is 0.790. (4) The catalyst is O1CCOCC1.O.C1C=CC(P(C2C=CC=CC=2)[C-]2C=CC=C2)=CC=1.C1C=CC(P(C2C=CC=CC=2)[C-]2C=CC=C2)=CC=1.Cl[Pd]Cl.[Fe+2]. The yield is 0.427. The reactants are Cl[C:2]1[C:7]([O:8][CH2:9][CH:10]2[CH2:12][CH2:11]2)=[CH:6][N:5]=[C:4]([CH2:13][S:14]([CH3:17])(=[O:16])=[O:15])[N:3]=1.[CH3:18][N:19]1[CH:28]=[C:27](B2OC(C)(C)C(C)(C)O2)[C:26]2[C:21](=[CH:22][CH:23]=[CH:24][CH:25]=2)[C:20]1=[O:38].[O-]P([O-])([O-])=O.[K+].[K+].[K+].N#N. The product is [CH:10]1([CH2:9][O:8][C:7]2[C:2]([C:27]3[C:26]4[C:21](=[CH:22][CH:23]=[CH:24][CH:25]=4)[C:20](=[O:38])[N:19]([CH3:18])[CH:28]=3)=[N:3][C:4]([CH2:13][S:14]([CH3:17])(=[O:16])=[O:15])=[N:5][CH:6]=2)[CH2:12][CH2:11]1. (5) The yield is 0.450. The reactants are [Cl:1][C:2]1[C:3]([NH2:11])=[C:4]([NH:8][CH2:9][CH3:10])[N:5]=[N:6][CH:7]=1.[CH2:12](OC(OCC)OCC)C. The product is [Cl:1][C:2]1[C:3]2[N:11]=[CH:12][N:8]([CH2:9][CH3:10])[C:4]=2[N:5]=[N:6][CH:7]=1. No catalyst specified.